This data is from Peptide-MHC class II binding affinity with 134,281 pairs from IEDB. The task is: Regression. Given a peptide amino acid sequence and an MHC pseudo amino acid sequence, predict their binding affinity value. This is MHC class II binding data. The peptide sequence is GELQIVDKMDAAFKI. The MHC is DRB1_0701 with pseudo-sequence DRB1_0701. The binding affinity (normalized) is 0.223.